Dataset: Reaction yield outcomes from USPTO patents with 853,638 reactions. Task: Predict the reaction yield, written as a fraction of the theoretical maximum amount of product (1.0 means a 100% yield; for example, 0.34 means a 34% yield). (1) The catalyst is CN(C)C=O. The product is [F:8][C:4]1[N:3]=[C:2]([O:9][CH2:10][C:11]2[CH:18]=[CH:17][C:14]([C:15]#[N:16])=[CH:13][CH:12]=2)[CH:7]=[CH:6][CH:5]=1. The reactants are F[C:2]1[CH:7]=[CH:6][CH:5]=[C:4]([F:8])[N:3]=1.[OH:9][CH2:10][C:11]1[CH:18]=[CH:17][C:14]([C:15]#[N:16])=[CH:13][CH:12]=1.[H-].[Na+]. The yield is 0.610. (2) The reactants are C[Si](C)(C)[N-][Si](C)(C)C.[Li+].[C:11]1([C:17]2([CH:27]=O)[CH2:26][CH2:25][C:20]3([O:24][CH2:23][CH2:22][O:21]3)[CH2:19][CH2:18]2)[CH:16]=[CH:15][CH:14]=[CH:13][CH:12]=1.[F:29][C:30]([F:56])([F:55])[C:31]1[CH:32]=[C:33]([CH2:41][CH2:42]S(C2SC3C=CC=CC=3N=2)(=O)=O)[CH:34]=[C:35]([C:37]([F:40])([F:39])[F:38])[CH:36]=1.[Cl-].[NH4+]. The catalyst is O1CCCC1.O. The product is [C:11]1([C:17]2(/[CH:27]=[CH:42]/[CH2:41][C:33]3[CH:34]=[C:35]([C:37]([F:38])([F:40])[F:39])[CH:36]=[C:31]([C:30]([F:29])([F:55])[F:56])[CH:32]=3)[CH2:18][CH2:19][C:20]3([O:24][CH2:23][CH2:22][O:21]3)[CH2:25][CH2:26]2)[CH:16]=[CH:15][CH:14]=[CH:13][CH:12]=1. The yield is 0.920. (3) The reactants are Cl.[NH2:2][CH:3]1[CH2:7][CH2:6][N:5]([C:8]2[N:9]=[C:10]([NH:17][C:18]3[CH:23]=[CH:22][C:21]([O:24][CH3:25])=[C:20]([O:26][CH3:27])[CH:19]=3)[C:11]3[N:16]=[CH:15][S:14][C:12]=3[N:13]=2)[CH2:4]1.[NH2:28][C:29]1[CH:37]=[CH:36][C:32]([C:33](O)=[O:34])=[CH:31][N:30]=1.CCN=C=NCCCN(C)C.CN1C=CN=C1. The catalyst is C(Cl)Cl. The product is [NH2:28][C:29]1[CH:37]=[CH:36][C:32]([C:33]([NH:2][CH:3]2[CH2:7][CH2:6][N:5]([C:8]3[N:9]=[C:10]([NH:17][C:18]4[CH:23]=[CH:22][C:21]([O:24][CH3:25])=[C:20]([O:26][CH3:27])[CH:19]=4)[C:11]4[N:16]=[CH:15][S:14][C:12]=4[N:13]=3)[CH2:4]2)=[O:34])=[CH:31][N:30]=1. The yield is 0.330. (4) The product is [CH2:1]([O:8][N:9]1[C:15](=[O:16])[N:14]2[CH2:17][C@H:10]1[CH2:11][CH2:12][C@H:13]2[C:18]([NH:27][N:21]1[CH2:26][CH2:25][O:24][CH2:23][CH2:22]1)=[O:20])[C:2]1[CH:3]=[CH:4][CH:5]=[CH:6][CH:7]=1. The reactants are [CH2:1]([O:8][N:9]1[C:15](=[O:16])[N:14]2[CH2:17][C@H:10]1[CH2:11][CH2:12][C@H:13]2[C:18]([OH:20])=O)[C:2]1[CH:7]=[CH:6][CH:5]=[CH:4][CH:3]=1.[N:21]1([NH2:27])[CH2:26][CH2:25][O:24][CH2:23][CH2:22]1.ON1C2C=CC=CC=2N=N1.Cl.C(N=C=NCCCN(C)C)C. The catalyst is C(Cl)Cl.CN(C)C1C=CN=CC=1. The yield is 0.850. (5) The reactants are [N+:1]([C:4]1[CH:5]=[C:6]([S:10]([CH2:13][CH2:14][O:15][C:16](=[O:37])[CH2:17][CH2:18][CH2:19][CH2:20][CH2:21][NH:22][C:23](=[O:36])[CH2:24][O:25][C:26]2[CH:31]=[CH:30][C:29]([S:32](Cl)(=[O:34])=[O:33])=[CH:28][CH:27]=2)(=[O:12])=[O:11])[CH:7]=[CH:8][CH:9]=1)([O-:3])=[O:2].[CH3:38][C:39]1[C:40]([CH2:51][S:52]([C:54]2[NH:58][C:57]3[CH:59]=[CH:60][CH:61]=[CH:62][C:56]=3[N:55]=2)=[O:53])=[N:41][CH:42]=[CH:43][C:44]=1[O:45][CH2:46][C:47]([F:50])([F:49])[F:48].[H-].[Na+].O. The catalyst is C(Cl)Cl. The product is [N+:1]([C:4]1[CH:5]=[C:6]([S:10]([CH2:13][CH2:14][O:15][C:16](=[O:37])[CH2:17][CH2:18][CH2:19][CH2:20][CH2:21][NH:22][C:23](=[O:36])[CH2:24][O:25][C:26]2[CH:31]=[CH:30][C:29]([S:32]([N:55]3[C:56]4[CH:62]=[CH:61][CH:60]=[CH:59][C:57]=4[N:58]=[C:54]3[S:52]([CH2:51][C:40]3[C:39]([CH3:38])=[C:44]([O:45][CH2:46][C:47]([F:48])([F:49])[F:50])[CH:43]=[CH:42][N:41]=3)=[O:53])(=[O:34])=[O:33])=[CH:28][CH:27]=2)(=[O:12])=[O:11])[CH:7]=[CH:8][CH:9]=1)([O-:3])=[O:2]. The yield is 0.940. (6) The reactants are [C:1]([O:5][C:6](=[O:21])[CH:7]([NH:10][C:11](=[O:20])[C:12]1[CH:17]=[C:16]([Cl:18])[CH:15]=[CH:14][C:13]=1[NH2:19])[CH2:8][CH3:9])([CH3:4])([CH3:3])[CH3:2].[C:22](O)(=O)C. The catalyst is COC(OC)OC. The product is [C:1]([O:5][C:6](=[O:21])[C@@H:7]([N:10]1[C:11](=[O:20])[C:12]2[C:13](=[CH:14][CH:15]=[C:16]([Cl:18])[CH:17]=2)[N:19]=[CH:22]1)[CH2:8][CH3:9])([CH3:2])([CH3:3])[CH3:4]. The yield is 0.420.